This data is from Forward reaction prediction with 1.9M reactions from USPTO patents (1976-2016). The task is: Predict the product of the given reaction. (1) Given the reactants [F:1][C:2]1[CH:7]=[C:6]([N+:8]([O-])=O)[CH:5]=[CH:4][C:3]=1[N:11]1[CH2:16][CH2:15][N:14]([C:17]([O:19][C:20]([CH3:23])([CH3:22])[CH3:21])=[O:18])[CH2:13][CH2:12]1, predict the reaction product. The product is: [NH2:8][C:6]1[CH:5]=[CH:4][C:3]([N:11]2[CH2:16][CH2:15][N:14]([C:17]([O:19][C:20]([CH3:22])([CH3:21])[CH3:23])=[O:18])[CH2:13][CH2:12]2)=[C:2]([F:1])[CH:7]=1. (2) The product is: [N:17]1([S:12]([C:3]2[C:4]([Cl:11])=[CH:5][CH:6]=[C:7]([N+:8]([O-:10])=[O:9])[C:2]=2[Cl:1])(=[O:14])=[O:13])[CH2:20][CH2:19][CH2:18]1. Given the reactants [Cl:1][C:2]1[C:7]([N+:8]([O-:10])=[O:9])=[CH:6][CH:5]=[C:4]([Cl:11])[C:3]=1[S:12](Cl)(=[O:14])=[O:13].Cl.[NH:17]1[CH2:20][CH2:19][CH2:18]1.C(N(CC)CC)C, predict the reaction product. (3) Given the reactants [CH3:1][O:2][C:3](=[O:19])[C:4]1[CH:9]=[CH:8][C:7](/[N:10]=[CH:11]/[C:12]2[CH:17]=[CH:16][CH:15]=[C:14]([Br:18])[CH:13]=2)=[CH:6][CH:5]=1.[CH2:20]=[C:21]1[CH2:25][CH2:24][CH2:23][CH2:22]1, predict the reaction product. The product is: [CH3:1][O:2][C:3]([C:4]1[CH:5]=[C:6]2[C:7](=[CH:8][CH:9]=1)[NH:10][CH:11]([C:12]1[CH:17]=[CH:16][CH:15]=[C:14]([Br:18])[CH:13]=1)[CH2:20][C:21]12[CH2:25][CH2:24][CH2:23][CH2:22]1)=[O:19].